Dataset: Retrosynthesis with 50K atom-mapped reactions and 10 reaction types from USPTO. Task: Predict the reactants needed to synthesize the given product. Given the product CC(C)(C(=O)O)n1ccnc1, predict the reactants needed to synthesize it. The reactants are: CCOC(=O)C(C)(C)n1ccnc1.